This data is from Full USPTO retrosynthesis dataset with 1.9M reactions from patents (1976-2016). The task is: Predict the reactants needed to synthesize the given product. (1) Given the product [N+:8]([C:3]([CH2:4][CH2:5][CH2:6][CH3:7])=[CH:2][C:11]1[CH:23]=[CH:22][C:14]([C:15]([O:17][C:18]([CH3:21])([CH3:20])[CH3:19])=[O:16])=[CH:13][C:12]=1[C:24]([N:26]1[CH2:35][CH2:34][C:33]2[C:28](=[CH:29][CH:30]=[CH:31][CH:32]=2)[CH2:27]1)=[O:25])([O-:10])=[O:9], predict the reactants needed to synthesize it. The reactants are: O[CH:2]([C:11]1[CH:23]=[CH:22][C:14]([C:15]([O:17][C:18]([CH3:21])([CH3:20])[CH3:19])=[O:16])=[CH:13][C:12]=1[C:24]([N:26]1[CH2:35][CH2:34][C:33]2[C:28](=[CH:29][CH:30]=[CH:31][CH:32]=2)[CH2:27]1)=[O:25])[CH:3]([N+:8]([O-:10])=[O:9])[CH2:4][CH2:5][CH2:6][CH3:7].C(OC(=O)C)(=O)C. (2) Given the product [Br:12][C:13]1[CH:14]=[C:15]([O:8][C:7]2[C:2]([CH3:1])=[N:3][C:4]([CH3:9])=[CH:5][CH:6]=2)[C:16]([C:19]#[N:20])=[N:17][CH:18]=1, predict the reactants needed to synthesize it. The reactants are: [CH3:1][C:2]1[C:7]([OH:8])=[CH:6][CH:5]=[C:4]([CH3:9])[N:3]=1.[H-].[Na+].[Br:12][C:13]1[CH:14]=[C:15]([N+]([O-])=O)[C:16]([C:19]#[N:20])=[N:17][CH:18]=1.O. (3) Given the product [CH:1]1([O:7][C:8]2[CH:9]=[CH:10][C:11]([CH2:14][C:15](=[O:16])[CH2:21][CH2:22][CH2:23][CH3:24])=[CH:12][CH:13]=2)[CH2:2][CH2:3][CH2:4][CH2:5][CH2:6]1, predict the reactants needed to synthesize it. The reactants are: [CH:1]1([O:7][C:8]2[CH:13]=[CH:12][C:11]([CH2:14][C:15](N(OC)C)=[O:16])=[CH:10][CH:9]=2)[CH2:6][CH2:5][CH2:4][CH2:3][CH2:2]1.[CH2:21]([Li])[CH2:22][CH2:23][CH3:24].C(=O)=O.CC(C)=O.C(OCC)(=O)C. (4) The reactants are: [Br:1][C:2]1[CH:7]=[CH:6][C:5]([C:8]([OH:11])([CH3:10])[CH3:9])=[CH:4][CH:3]=1.[H-].[Na+].[CH3:14][Si:15]([CH2:18][CH2:19][O:20][CH2:21]Cl)([CH3:17])[CH3:16]. Given the product [Br:1][C:2]1[CH:3]=[CH:4][C:5]([C:8]([O:11][CH2:21][O:20][CH2:19][CH2:18][Si:15]([CH3:17])([CH3:16])[CH3:14])([CH3:9])[CH3:10])=[CH:6][CH:7]=1, predict the reactants needed to synthesize it. (5) Given the product [C:18]([O:17][C:15]([NH:1][C@@H:2]([CH2:8][C:9]1[CH:14]=[CH:13][CH:12]=[CH:11][CH:10]=1)[CH:3]([OH:7])[C:4]([OH:6])=[O:5])=[O:16])([CH3:21])([CH3:20])[CH3:19], predict the reactants needed to synthesize it. The reactants are: [NH2:1][C@@H:2]([CH2:8][C:9]1[CH:14]=[CH:13][CH:12]=[CH:11][CH:10]=1)[CH:3]([OH:7])[C:4]([OH:6])=[O:5].[C:15](O[C:15]([O:17][C:18]([CH3:21])([CH3:20])[CH3:19])=[O:16])([O:17][C:18]([CH3:21])([CH3:20])[CH3:19])=[O:16]. (6) Given the product [CH3:20][NH:21][C:22]([C:24]1[C:32]2[C:27](=[CH:28][C:29]([O:33][C:2]3[CH:7]=[CH:6][N:5]=[C:4]4[CH:8]=[C:9]([C:11]([N:13]5[CH2:17][CH2:16][CH:15]([O:18][CH3:19])[CH2:14]5)=[O:12])[S:10][C:3]=34)=[CH:30][CH:31]=2)[N:26]([CH3:34])[C:25]=1[CH3:35])=[O:23], predict the reactants needed to synthesize it. The reactants are: Cl[C:2]1[CH:7]=[CH:6][N:5]=[C:4]2[CH:8]=[C:9]([C:11]([N:13]3[CH2:17][CH2:16][C@@H:15]([O:18][CH3:19])[CH2:14]3)=[O:12])[S:10][C:3]=12.[CH3:20][NH:21][C:22]([C:24]1[C:32]2[C:27](=[CH:28][C:29]([OH:33])=[CH:30][CH:31]=2)[N:26]([CH3:34])[C:25]=1[CH3:35])=[O:23].C([O-])([O-])=O.[Cs+].[Cs+].